This data is from Forward reaction prediction with 1.9M reactions from USPTO patents (1976-2016). The task is: Predict the product of the given reaction. (1) Given the reactants [CH2:1]([N:5]1[C:13]2[C:12](=[O:14])[N:11]([CH3:15])[C:10]([Cl:16])=[N:9][C:8]=2[N:7]=[C:6]1[N:17]1[CH2:22][CH2:21][CH2:20][CH:19]([N:23]([CH3:31])C(=O)OC(C)(C)C)[CH2:18]1)[C:2]#[C:3][CH3:4].[OH:32][C:33]1[CH:41]=[CH:40][CH:39]=[CH:38][C:34]=1[C:35]([NH2:37])=[O:36].C(=O)([O-])[O-].[K+].[K+].Cl.NC1CCCN(C2N(CC#CC)C3C(=O)N(CC4C=CC=CC=4C#N)C(C#N)=NC=3N=2)C1, predict the reaction product. The product is: [ClH:16].[CH2:1]([N:5]1[C:13]2[C:12](=[O:14])[N:11]([CH3:15])[C:10]([O:32][C:33]3[CH:41]=[CH:40][CH:39]=[CH:38][C:34]=3[C:35]([NH2:37])=[O:36])=[N:9][C:8]=2[N:7]=[C:6]1[N:17]1[CH2:22][CH2:21][CH2:20][CH:19]([NH:23][CH3:31])[CH2:18]1)[C:2]#[C:3][CH3:4]. (2) Given the reactants [NH2:1][C:2]1[C:3]([CH3:9])=[CH:4][C:5]([OH:8])=[CH:6][CH:7]=1.C(N(CC)CC)C.[Cl:17][C:18]1[N:23]=[CH:22][N:21]=[C:20]([C:24](Cl)=[O:25])[CH:19]=1.ClC1N=CN=C(C(NC2C=CC(O)=CC=2)=O)C=1, predict the reaction product. The product is: [Cl:17][C:18]1[N:23]=[CH:22][N:21]=[C:20]([C:24]([NH:1][C:2]2[CH:7]=[CH:6][C:5]([OH:8])=[CH:4][C:3]=2[CH3:9])=[O:25])[CH:19]=1. (3) The product is: [CH2:1]([C:3]1[CH:32]=[CH:31][C:6]([C:7]([N:9]2[CH2:10][CH2:11][C:12]3([O:13][C:14]4[CH:24]=[C:23]([C:25]([OH:27])=[O:26])[CH:22]=[CH:21][C:15]=4[N:16]4[CH:20]=[CH:19][CH:18]=[C:17]34)[CH2:29][CH2:30]2)=[O:8])=[CH:5][C:4]=1[O:33][CH3:34])[CH3:2]. Given the reactants [CH2:1]([C:3]1[CH:32]=[CH:31][C:6]([C:7]([N:9]2[CH2:30][CH2:29][C:12]3([C:17]4=[CH:18][CH:19]=[CH:20][N:16]4[C:15]4[CH:21]=[CH:22][C:23]([C:25]([O:27]C)=[O:26])=[CH:24][C:14]=4[O:13]3)[CH2:11][CH2:10]2)=[O:8])=[CH:5][C:4]=1[O:33][CH3:34])[CH3:2].[Li+].[OH-], predict the reaction product. (4) Given the reactants [Cl:1][C:2]1[CH:3]=[C:4]([NH:9][C:10]2[C:15]([C:16]#[N:17])=[CH:14][N:13]=[C:12]3[S:18][C:19]4[CH2:20][N:21](C(OC(C)(C)C)=O)[CH2:22][CH2:23][C:24]=4[C:11]=23)[CH:5]=[CH:6][C:7]=1[F:8].Cl.O1CCOCC1, predict the reaction product. The product is: [Cl:1][C:2]1[CH:3]=[C:4]([NH:9][C:10]2[C:15]([C:16]#[N:17])=[CH:14][N:13]=[C:12]3[S:18][C:19]4[CH2:20][NH:21][CH2:22][CH2:23][C:24]=4[C:11]=23)[CH:5]=[CH:6][C:7]=1[F:8]. (5) The product is: [C:17]([C:21]1[CH:22]=[CH:23][C:24]([CH:27]=[C:28]([F:32])[C:29]([NH:1][CH2:2][C:3]2[CH:8]=[C:7]([CH:9]=[CH2:10])[C:6]([NH:11][S:12]([CH3:15])(=[O:14])=[O:13])=[C:5]([F:16])[CH:4]=2)=[O:30])=[CH:25][CH:26]=1)([CH3:20])([CH3:18])[CH3:19]. Given the reactants [NH2:1][CH2:2][C:3]1[CH:8]=[C:7]([CH:9]=[CH2:10])[C:6]([NH:11][S:12]([CH3:15])(=[O:14])=[O:13])=[C:5]([F:16])[CH:4]=1.[C:17]([C:21]1[CH:26]=[CH:25][C:24]([CH:27]=[C:28]([F:32])[C:29](O)=[O:30])=[CH:23][CH:22]=1)([CH3:20])([CH3:19])[CH3:18].CCOC(OC(OCC)=O)=O, predict the reaction product. (6) Given the reactants [CH2:1]([N:8]1[CH2:12][CH:11]2[C:13](=O)[CH2:14][CH2:15][CH:10]2[CH2:9]1)[C:2]1[CH:7]=[CH:6][CH:5]=[CH:4][CH:3]=1.[CH3:17][C:18]([S@@:21]([NH2:23])=[O:22])([CH3:20])[CH3:19].[Cl-].[NH4+], predict the reaction product. The product is: [CH2:1]([N:8]1[CH2:12][C@@H:11]2/[C:13](=[N:23]/[S@:21]([C:18]([CH3:20])([CH3:19])[CH3:17])=[O:22])/[CH2:14][CH2:15][C@@H:10]2[CH2:9]1)[C:2]1[CH:7]=[CH:6][CH:5]=[CH:4][CH:3]=1.[CH2:1]([N:8]1[CH2:12][C@H:11]2/[C:13](=[N:23]/[S@:21]([C:18]([CH3:20])([CH3:19])[CH3:17])=[O:22])/[CH2:14][CH2:15][C@H:10]2[CH2:9]1)[C:2]1[CH:7]=[CH:6][CH:5]=[CH:4][CH:3]=1. (7) Given the reactants [CH3:1][N:2]1[C:6]([C:7](=[N:14][O:15][CH2:16][C:17]2[N:22]=[C:21]([NH2:23])[CH:20]=[CH:19][N:18]=2)[C:8]2[CH:13]=[CH:12][CH:11]=[CH:10][CH:9]=2)=[CH:5][N:4]=[CH:3]1.[CH2:24](N(CC)CC)[CH3:25].[CH:31]1([C:34]([OH:36])=O)[CH2:33][CH2:32]1.[O:37]1[CH2:42][CH2:41]OCC1, predict the reaction product. The product is: [CH:41]1([C:42]([N:23]([C:21]2[CH:20]=[CH:19][N:18]=[C:17]([CH2:16][O:15][N:14]=[C:7]([C:6]3[N:2]([CH3:1])[CH:3]=[N:4][CH:5]=3)[C:8]3[CH:9]=[CH:10][CH:11]=[CH:12][CH:13]=3)[N:22]=2)[C:34]([CH:31]2[CH2:33][CH2:32]2)=[O:36])=[O:37])[CH2:25][CH2:24]1.